This data is from Forward reaction prediction with 1.9M reactions from USPTO patents (1976-2016). The task is: Predict the product of the given reaction. (1) Given the reactants [CH3:1][C:2]1[C:7](/[CH:8]=[CH:9]/[C:10]([OH:12])=O)=[CH:6][CH:5]=[C:4]([C:13]([F:16])([F:15])[F:14])[N:3]=1.[NH2:17][C:18]1[CH:19]=[C:20]2[C:24](=[CH:25][CH:26]=1)[NH:23][CH:22]=[CH:21]2, predict the reaction product. The product is: [NH:23]1[C:24]2[C:20](=[CH:19][C:18]([NH:17][C:10](=[O:12])/[CH:9]=[CH:8]/[C:7]3[C:2]([CH3:1])=[N:3][C:4]([C:13]([F:16])([F:15])[F:14])=[CH:5][CH:6]=3)=[CH:26][CH:25]=2)[CH:21]=[CH:22]1. (2) Given the reactants [CH3:1][O:2][C:3]([C:5]1[CH2:10][NH:9][CH2:8][CH2:7][CH:6]=1)=[O:4].Cl.[CH2:12]1[C:26]2[C:21](=[CH:22][CH:23]=[CH:24][CH:25]=2)[CH:20](Cl)[C:19]2[C:14](=[CH:15][CH:16]=[CH:17][CH:18]=2)[CH2:13]1.N[C@H](C(O)=O)CC1C=C2C(C=CC=C2)=CC=1.C(N(CC)CC)C, predict the reaction product. The product is: [CH3:1][O:2][C:3]([C:5]1[CH2:10][N:9]([CH:20]2[C:19]3[CH:18]=[CH:17][CH:16]=[CH:15][C:14]=3[CH2:13][CH2:12][C:26]3[CH:25]=[CH:24][CH:23]=[CH:22][C:21]2=3)[CH2:8][CH2:7][CH:6]=1)=[O:4]. (3) Given the reactants P(Br)(Br)[Br:2].[CH3:5][O:6][C:7](=[O:31])[C:8]1[CH:13]=[CH:12][CH:11]=[C:10]([CH2:14][N:15]2[C:20](=[O:21])[CH:19]=[CH:18][C:17]([C:22]3[CH:27]=[CH:26][CH:25]=[C:24]([CH2:28]O)[CH:23]=3)=[N:16]2)[C:9]=1C, predict the reaction product. The product is: [Br:2][CH2:28][C:24]1[CH:23]=[C:22]([C:17]2[CH:18]=[CH:19][C:20](=[O:21])[N:15]([CH2:14][C:10]3[CH:9]=[C:8]([CH:13]=[CH:12][CH:11]=3)[C:7]([O:6][CH3:5])=[O:31])[N:16]=2)[CH:27]=[CH:26][CH:25]=1. (4) Given the reactants O.O.[Sn](Cl)Cl.[N+:6]([C:9]1[CH:14]=[CH:13][C:12]([C:15]2[NH:19][N:18]=[C:17]([C:20]([F:23])([F:22])[F:21])[N:16]=2)=[CH:11][CH:10]=1)([O-])=O.C(=O)(O)[O-].[Na+], predict the reaction product. The product is: [F:23][C:20]([F:21])([F:22])[C:17]1[N:16]=[C:15]([C:12]2[CH:11]=[CH:10][C:9]([NH2:6])=[CH:14][CH:13]=2)[NH:19][N:18]=1. (5) Given the reactants C([C@H]1COC(=O)N1C(=O)[CH2:15][C@@H:16]([C:22]1[CH:49]=[CH:48][C:25]([O:26][CH2:27][C:28]2[CH:29]=[C:30]([NH:34][S:35]([C:38]3[CH:43]=[CH:42][C:41]([C:44]([F:47])([F:46])[F:45])=[CH:40][CH:39]=3)(=[O:37])=[O:36])[CH:31]=[CH:32][CH:33]=2)=[CH:24][CH:23]=1)[C:17]1[CH:21]=[CH:20][O:19][N:18]=1)C1C=CC=CC=1.[OH:51]O.[Li+].[OH-].Cl.C1[CH2:60][O:59]CC1, predict the reaction product. The product is: [F:46][C:44]([F:45])([F:47])[C:41]1[CH:40]=[CH:39][C:38]([S:35]([NH:34][C:30]2[CH:29]=[C:28]([CH:33]=[CH:32][CH:31]=2)[CH2:27][O:26][C:25]2[CH:48]=[CH:49][C:22]([C@@H:16]([C:17]3[CH:21]=[CH:20][O:19][N:18]=3)[CH2:15][C:60]([OH:59])=[O:51])=[CH:23][CH:24]=2)(=[O:37])=[O:36])=[CH:43][CH:42]=1. (6) Given the reactants [NH2:1][C:2]1[CH:7]=[CH:6][C:5]([Cl:8])=[CH:4][C:3]=1[C:9](=O)[CH2:10][Cl:11].[N:13]([O-])=O.[Na+].O.O.Cl[Sn]Cl, predict the reaction product. The product is: [Cl:8][C:5]1[CH:4]=[C:3]2[C:2](=[CH:7][CH:6]=1)[NH:1][N:13]=[C:9]2[CH2:10][Cl:11].